Dataset: Catalyst prediction with 721,799 reactions and 888 catalyst types from USPTO. Task: Predict which catalyst facilitates the given reaction. Reactant: [Br:1][C:2]1[CH:7]=[CH:6][C:5]([C:8]([OH:19])([CH2:13][N:14]([CH2:16][CH2:17]O)[CH3:15])[C:9]([O:11][CH3:12])=[O:10])=[C:4]([N+:20]([O-:22])=[O:21])[CH:3]=1.[OH-].[K+].C(N(CCOCCOC)CCOCCOC)COCCOC. Product: [Br:1][C:2]1[CH:7]=[CH:6][C:5]([C:8]2([C:9]([O:11][CH3:12])=[O:10])[O:19][CH2:17][CH2:16][N:14]([CH3:15])[CH2:13]2)=[C:4]([N+:20]([O-:22])=[O:21])[CH:3]=1. The catalyst class is: 12.